Dataset: NCI-60 drug combinations with 297,098 pairs across 59 cell lines. Task: Regression. Given two drug SMILES strings and cell line genomic features, predict the synergy score measuring deviation from expected non-interaction effect. Drug 1: CC1OCC2C(O1)C(C(C(O2)OC3C4COC(=O)C4C(C5=CC6=C(C=C35)OCO6)C7=CC(=C(C(=C7)OC)O)OC)O)O. Drug 2: C1=NC2=C(N=C(N=C2N1C3C(C(C(O3)CO)O)O)F)N. Cell line: A549. Synergy scores: CSS=36.7, Synergy_ZIP=-2.21, Synergy_Bliss=-4.67, Synergy_Loewe=-21.9, Synergy_HSA=-5.01.